This data is from Full USPTO retrosynthesis dataset with 1.9M reactions from patents (1976-2016). The task is: Predict the reactants needed to synthesize the given product. (1) Given the product [CH:28]1([C:26]([NH:25][C:23]2[N:24]=[C:19]3[CH:18]=[CH:17][C:16]([O:15][C:14]4[CH:13]=[C:12]([NH:11][C:8]([C:4]5[S:3][C:2]([CH3:1])=[N:6][C:5]=5[CH3:7])=[O:10])[CH:33]=[CH:32][CH:31]=4)=[N:21][N:20]3[CH:22]=2)=[O:27])[CH2:29][CH2:30]1, predict the reactants needed to synthesize it. The reactants are: [CH3:1][C:2]1[S:3][C:4]([C:8]([OH:10])=O)=[C:5]([CH3:7])[N:6]=1.[NH2:11][C:12]1[CH:13]=[C:14]([CH:31]=[CH:32][CH:33]=1)[O:15][C:16]1[CH:17]=[CH:18][C:19]2[N:20]([CH:22]=[C:23]([NH:25][C:26]([CH:28]3[CH2:30][CH2:29]3)=[O:27])[N:24]=2)[N:21]=1.ON1C2C=CC=CC=2N=N1.Cl.C(N=C=NCCCN(C)C)C.C(N(CC)CC)C. (2) Given the product [N:22]1([C:3]2[C:4](=[O:17])[NH:5][C:6]3[C:11]([N:12]=2)=[CH:10][C:9]([C:13]([F:16])([F:15])[F:14])=[CH:8][CH:7]=3)[CH2:23][CH2:28][NH:29][CH2:20][CH2:21]1, predict the reactants needed to synthesize it. The reactants are: CO[C:3]1[C:4](=[O:17])[NH:5][C:6]2[C:11]([N:12]=1)=[CH:10][C:9]([C:13]([F:16])([F:15])[F:14])=[CH:8][CH:7]=2.CO[C:20]1[C:21](=O)[NH:22][C:23]2[C:28]([N:29]=1)=CC=C(C(F)(F)F)C=2.N1CCNCC1.C(O)(C(F)(F)F)=O. (3) Given the product [C:1]([O:5][C:6]([N:8]1[CH2:13][CH2:12][CH:11]([N:14]([C:15]2[CH:20]=[CH:19][C:18]([S:21][CH3:22])=[CH:17][CH:16]=2)[CH2:24][C:25]2[CH:30]=[CH:29][N:28]=[C:27]([C:31]3[CH:36]=[C:35]([O:37][CH3:38])[C:34]([O:39][CH3:40])=[C:33]([O:41][CH3:42])[CH:32]=3)[CH:26]=2)[CH2:10][CH2:9]1)=[O:7])([CH3:4])([CH3:3])[CH3:2], predict the reactants needed to synthesize it. The reactants are: [C:1]([O:5][C:6]([N:8]1[CH2:13][CH2:12][CH:11]([NH:14][C:15]2[CH:20]=[CH:19][C:18]([S:21][CH3:22])=[CH:17][CH:16]=2)[CH2:10][CH2:9]1)=[O:7])([CH3:4])([CH3:3])[CH3:2].Cl[CH2:24][C:25]1[CH:30]=[CH:29][N:28]=[C:27]([C:31]2[CH:36]=[C:35]([O:37][CH3:38])[C:34]([O:39][CH3:40])=[C:33]([O:41][CH3:42])[CH:32]=2)[CH:26]=1. (4) Given the product [Cl:17][CH2:13][C:10]1[CH:9]=[C:8]([C:5]2[CH:6]=[CH:7][C:2]([Cl:1])=[CH:3][CH:4]=2)[O:12][N:11]=1, predict the reactants needed to synthesize it. The reactants are: [Cl:1][C:2]1[CH:7]=[CH:6][C:5]([C:8]2[O:12][N:11]=[C:10]([CH2:13]O)[CH:9]=2)=[CH:4][CH:3]=1.S(Cl)([Cl:17])=O.N1C=CC=CC=1. (5) Given the product [OH:17][CH:14]1[CH2:15][CH2:16][CH:11]([NH:10][C:4]2[CH:3]=[C:2]([C:26]3[CH:25]=[CH:24][CH:23]=[C:22]([S:19]([CH3:18])(=[O:21])=[O:20])[CH:27]=3)[CH:9]=[CH:8][C:5]=2[C:6]#[N:7])[CH2:12][CH2:13]1, predict the reactants needed to synthesize it. The reactants are: Br[C:2]1[CH:9]=[CH:8][C:5]([C:6]#[N:7])=[C:4]([NH:10][CH:11]2[CH2:16][CH2:15][CH:14]([OH:17])[CH2:13][CH2:12]2)[CH:3]=1.[CH3:18][S:19]([C:22]1[CH:23]=[C:24](B(O)O)[CH:25]=[CH:26][CH:27]=1)(=[O:21])=[O:20].C(=O)([O-])[O-].[Na+].[Na+].C(COC)OC. (6) Given the product [NH2:1][C:2]1[C:7]2[C:8]([C:11]3[CH:16]=[CH:15][C:14]([NH:17][C:18]([C:20]4[N:21]([CH3:29])[C:22]5[C:27]([CH:28]=4)=[CH:26][CH:25]=[CH:24][CH:23]=5)=[O:19])=[C:13]([O:30][CH3:31])[CH:12]=3)=[CH:9][S:10][C:6]=2[C:5]([C:38]2[CH:39]=[CH:40][C:35]([CH:33]=[O:34])=[CH:36][CH:37]=2)=[CH:4][N:3]=1, predict the reactants needed to synthesize it. The reactants are: [NH2:1][C:2]1[C:7]2[C:8]([C:11]3[CH:16]=[CH:15][C:14]([NH:17][C:18]([C:20]4[N:21]([CH3:29])[C:22]5[C:27]([CH:28]=4)=[CH:26][CH:25]=[CH:24][CH:23]=5)=[O:19])=[C:13]([O:30][CH3:31])[CH:12]=3)=[CH:9][S:10][C:6]=2[C:5](I)=[CH:4][N:3]=1.[CH:33]([C:35]1[CH:40]=[CH:39][C:38](B(O)O)=[CH:37][CH:36]=1)=[O:34]. (7) Given the product [F:22][C:7]([F:21])([F:6])[C:8]1[N:9]=[C:10]([CH:26]=[O:27])[N:11]([CH2:13][O:14][CH2:15][CH2:16][Si:17]([CH3:18])([CH3:19])[CH3:20])[CH:12]=1, predict the reactants needed to synthesize it. The reactants are: C([Li])CCC.[F:6][C:7]([F:22])([F:21])[C:8]1[N:9]=[CH:10][N:11]([CH2:13][O:14][CH2:15][CH2:16][Si:17]([CH3:20])([CH3:19])[CH3:18])[CH:12]=1.CN([CH:26]=[O:27])C. (8) Given the product [CH2:7]([S:8]([N:19]1[CH2:24][CH2:23][CH:22]([CH2:25][N:26]2[C:34]3[C:29](=[CH:30][C:31]([C:35]4[CH:36]=[N:37][N:38]([CH:40]5[CH2:45][CH2:44][CH2:43][CH2:42][O:41]5)[CH:39]=4)=[CH:32][CH:33]=3)[CH:28]=[N:27]2)[CH2:21][CH2:20]1)(=[O:10])=[O:9])[C:1]1[CH:6]=[CH:5][CH:4]=[CH:3][CH:2]=1, predict the reactants needed to synthesize it. The reactants are: [C:1]1([CH2:7][S:8](Cl)(=[O:10])=[O:9])[CH:6]=[CH:5][CH:4]=[CH:3][CH:2]=1.C(N(CC)CC)C.[NH:19]1[CH2:24][CH2:23][CH:22]([CH2:25][N:26]2[C:34]3[C:29](=[CH:30][C:31]([C:35]4[CH:36]=[N:37][N:38]([CH:40]5[CH2:45][CH2:44][CH2:43][CH2:42][O:41]5)[CH:39]=4)=[CH:32][CH:33]=3)[CH:28]=[N:27]2)[CH2:21][CH2:20]1.CO. (9) The reactants are: CC(C)([O-])C.[K+].[F:7]/[C:8](/[C:24]1[CH:28]=[C:27]([CH3:29])[NH:26][N:25]=1)=[CH:9]\[C:10]1[CH:15]=[CH:14][C:13]([S:16][C:17]([CH3:23])([CH3:22])[C:18]([O:20]C)=[O:19])=[CH:12][CH:11]=1.[Cl:30][C:31]1[CH:36]=[CH:35][C:34]([CH2:37]Cl)=[CH:33][N:32]=1.C(OCC)(=O)C. Given the product [Cl:30][C:31]1[N:32]=[CH:33][C:34]([CH2:37][N:26]2[C:27]([CH3:29])=[CH:28][C:24](/[C:8](/[F:7])=[CH:9]/[C:10]3[CH:15]=[CH:14][C:13]([S:16][C:17]([CH3:23])([CH3:22])[C:18]([OH:20])=[O:19])=[CH:12][CH:11]=3)=[N:25]2)=[CH:35][CH:36]=1, predict the reactants needed to synthesize it.